Dataset: Reaction yield outcomes from USPTO patents with 853,638 reactions. Task: Predict the reaction yield, written as a fraction of the theoretical maximum amount of product (1.0 means a 100% yield; for example, 0.34 means a 34% yield). (1) The reactants are [CH:1]1([CH2:4][C:5](=O)[CH3:6])[CH2:3][CH2:2]1.[NH3:8].[Cl-].[NH4+:10].[C-:11]#N.[K+]. The catalyst is CCO. The product is [NH2:8][C:5]([CH3:6])([CH2:4][CH:1]1[CH2:3][CH2:2]1)[C:11]#[N:10]. The yield is 0.630. (2) The reactants are [Cl:1][C:2]1[CH:7]=[CH:6][C:5]([CH:8]2[C:12]3[N:13]([CH:21]([CH3:23])[CH3:22])[C:14]([C:16]4[CH2:17][O:18][CH2:19][CH:20]=4)=[N:15][C:11]=3[C:10](=[O:24])[N:9]2[C:25]2[CH:26]=[C:27]([CH3:35])[C:28]3[N:29]([C:31]([CH3:34])=[N:32][N:33]=3)[CH:30]=2)=[CH:4][CH:3]=1. The catalyst is CCCCCCC.C(Cl)Cl.CO. The product is [Cl:1][C:2]1[CH:7]=[CH:6][C:5]([C@H:8]2[C:12]3[N:13]([CH:21]([CH3:23])[CH3:22])[C:14]([C:16]4[CH2:17][O:18][CH2:19][CH:20]=4)=[N:15][C:11]=3[C:10](=[O:24])[N:9]2[C:25]2[CH:26]=[C:27]([CH3:35])[C:28]3[N:29]([C:31]([CH3:34])=[N:32][N:33]=3)[CH:30]=2)=[CH:4][CH:3]=1. The yield is 0.430.